This data is from Forward reaction prediction with 1.9M reactions from USPTO patents (1976-2016). The task is: Predict the product of the given reaction. (1) Given the reactants [CH3:1][NH:2][CH3:3].[CH2:4]([O:6][C:7]([C:9]1[S:10][C:11](S(C)(=O)=O)=[C:12]([C:21]#[N:22])[C:13]=1[C:14]1[CH:19]=[CH:18][C:17]([I:20])=[CH:16][CH:15]=1)=[O:8])[CH3:5], predict the reaction product. The product is: [CH2:4]([O:6][C:7]([C:9]1[S:10][C:11]([N:2]([CH3:3])[CH3:1])=[C:12]([C:21]#[N:22])[C:13]=1[C:14]1[CH:19]=[CH:18][C:17]([I:20])=[CH:16][CH:15]=1)=[O:8])[CH3:5]. (2) Given the reactants [CH:1]1[C:6]([N:7]=[C:8]=[S:9])=[CH:5][C:4]2[C:10]([O:12][C:13]3([C:23]4[CH:24]=[CH:25][C:26]([OH:28])=[CH:27][C:22]=4[O:21][C:15]4[CH:16]=[C:17]([OH:20])[CH:18]=[CH:19][C:14]3=4)[C:3]=2[CH:2]=1)=[O:11].[NH2:29][C:30]1[C:39]2[N:40]=[C:41]([CH2:46][CH2:47][CH2:48][CH3:49])[N:42]([CH2:43][CH2:44][NH2:45])[C:38]=2[C:37]2[CH:36]=[CH:35][CH:34]=[CH:33][C:32]=2[N:31]=1.O, predict the reaction product. The product is: [NH2:29][C:30]1[C:39]2[N:40]=[C:41]([CH2:46][CH2:47][CH2:48][CH3:49])[N:42]([CH2:43][CH2:44][NH:45][C:8]([NH:7][C:6]3[CH:1]=[CH:2][C:3]([C:13]4[C:14]5[C:15]([O:21][C:22]6[C:23]=4[CH:24]=[CH:25][C:26](=[O:28])[CH:27]=6)=[CH:16][C:17]([OH:20])=[CH:18][CH:19]=5)=[C:4]([CH:5]=3)[C:10]([OH:12])=[O:11])=[S:9])[C:38]=2[C:37]2[CH:36]=[CH:35][CH:34]=[CH:33][C:32]=2[N:31]=1. (3) Given the reactants [C:1]1([C:7]([C:9]([C:11]2[CH:16]=[CH:15][CH:14]=[CH:13][CH:12]=2)=O)=O)[CH:6]=[CH:5][CH:4]=[CH:3][CH:2]=1.C([O-])(=O)C.[NH4+:21].[CH3:22][C:23]1[C:28]([OH:29])=[C:27]([CH:30]=O)[C:26]([CH2:32][OH:33])=[CH:25][N:24]=1.Cl.[OH-].[NH4+:36], predict the reaction product. The product is: [C:1]1([C:7]2[N:21]=[C:30]([C:27]3[C:26]([CH2:32][OH:33])=[CH:25][N:24]=[C:23]([CH3:22])[C:28]=3[OH:29])[NH:36][C:9]=2[C:11]2[CH:16]=[CH:15][CH:14]=[CH:13][CH:12]=2)[CH:6]=[CH:5][CH:4]=[CH:3][CH:2]=1. (4) Given the reactants [CH2:1]([C@H:8]([CH2:12][C:13]([O:15]C(C)(C)C)=[O:14])[C:9]([OH:11])=O)[C:2]1[CH:7]=[CH:6][CH:5]=[CH:4][CH:3]=1.[CH3:20][N:21]1[C:25]([C:26]2[CH:31]=[CH:30][CH:29]=[CH:28][CH:27]=2)=[CH:24][N:23]=[C:22]1[NH2:32], predict the reaction product. The product is: [CH2:1]([C@@H:8]([C:9]([NH:32][C:22]1[N:21]([CH3:20])[C:25]([C:26]2[CH:31]=[CH:30][CH:29]=[CH:28][CH:27]=2)=[CH:24][N:23]=1)=[O:11])[CH2:12][C:13]([OH:15])=[O:14])[C:2]1[CH:3]=[CH:4][CH:5]=[CH:6][CH:7]=1. (5) The product is: [CH3:3][O:4][C:5]([C:6]1[C:7]([C:18]2[CH:19]=[C:20]([O:24][CH3:25])[C:21]([O:22][CH3:23])=[C:16]([O:15][CH3:14])[CH:17]=2)=[CH:8][CH:9]=[CH:10][CH:11]=1)=[O:13]. Given the reactants N#N.[CH3:3][O:4][C:5](=[O:13])[C:6]1[CH:11]=[CH:10][CH:9]=[CH:8][C:7]=1Br.[CH3:14][O:15][C:16]1[CH:17]=[C:18](B(O)O)[CH:19]=[C:20]([O:24][CH3:25])[C:21]=1[O:22][CH3:23], predict the reaction product.